From a dataset of NCI-60 drug combinations with 297,098 pairs across 59 cell lines. Regression. Given two drug SMILES strings and cell line genomic features, predict the synergy score measuring deviation from expected non-interaction effect. (1) Drug 1: CC1C(C(CC(O1)OC2CC(CC3=C2C(=C4C(=C3O)C(=O)C5=C(C4=O)C(=CC=C5)OC)O)(C(=O)C)O)N)O.Cl. Drug 2: C(CCl)NC(=O)N(CCCl)N=O. Cell line: ACHN. Synergy scores: CSS=22.1, Synergy_ZIP=4.06, Synergy_Bliss=4.39, Synergy_Loewe=-17.1, Synergy_HSA=2.97. (2) Drug 1: CC(C1=C(C=CC(=C1Cl)F)Cl)OC2=C(N=CC(=C2)C3=CN(N=C3)C4CCNCC4)N. Drug 2: CCC1=C2CN3C(=CC4=C(C3=O)COC(=O)C4(CC)O)C2=NC5=C1C=C(C=C5)O. Cell line: OVCAR-8. Synergy scores: CSS=37.6, Synergy_ZIP=4.29, Synergy_Bliss=4.86, Synergy_Loewe=-12.9, Synergy_HSA=4.78. (3) Drug 2: CCCCCOC(=O)NC1=NC(=O)N(C=C1F)C2C(C(C(O2)C)O)O. Cell line: NCI-H226. Synergy scores: CSS=2.72, Synergy_ZIP=-0.871, Synergy_Bliss=0.0281, Synergy_Loewe=-1.41, Synergy_HSA=-1.09. Drug 1: CC12CCC3C(C1CCC2O)C(CC4=C3C=CC(=C4)O)CCCCCCCCCS(=O)CCCC(C(F)(F)F)(F)F. (4) Drug 1: C1=NC2=C(N1)C(=S)N=C(N2)N. Drug 2: CC1=C2C(C(=O)C3(C(CC4C(C3C(C(C2(C)C)(CC1OC(=O)C(C(C5=CC=CC=C5)NC(=O)C6=CC=CC=C6)O)O)OC(=O)C7=CC=CC=C7)(CO4)OC(=O)C)O)C)OC(=O)C. Cell line: HCC-2998. Synergy scores: CSS=46.0, Synergy_ZIP=-10.7, Synergy_Bliss=-12.7, Synergy_Loewe=-20.4, Synergy_HSA=-8.57. (5) Drug 1: CCC1(CC2CC(C3=C(CCN(C2)C1)C4=CC=CC=C4N3)(C5=C(C=C6C(=C5)C78CCN9C7C(C=CC9)(C(C(C8N6C)(C(=O)OC)O)OC(=O)C)CC)OC)C(=O)OC)O. Drug 2: CC1(CCCN1)C2=NC3=C(C=CC=C3N2)C(=O)N. Cell line: UACC62. Synergy scores: CSS=14.5, Synergy_ZIP=-1.66, Synergy_Bliss=-8.04, Synergy_Loewe=-43.6, Synergy_HSA=-10.8. (6) Drug 1: C1=NNC2=C1C(=O)NC=N2. Drug 2: CC1C(C(CC(O1)OC2CC(CC3=C2C(=C4C(=C3O)C(=O)C5=C(C4=O)C(=CC=C5)OC)O)(C(=O)CO)O)N)O.Cl. Cell line: SNB-75. Synergy scores: CSS=58.6, Synergy_ZIP=4.70, Synergy_Bliss=6.23, Synergy_Loewe=-13.9, Synergy_HSA=8.20. (7) Drug 1: C1=NC2=C(N1)C(=S)N=C(N2)N. Drug 2: CC1=C2C(C(=O)C3(C(CC4C(C3C(C(C2(C)C)(CC1OC(=O)C(C(C5=CC=CC=C5)NC(=O)C6=CC=CC=C6)O)O)OC(=O)C7=CC=CC=C7)(CO4)OC(=O)C)O)C)OC(=O)C. Cell line: PC-3. Synergy scores: CSS=41.4, Synergy_ZIP=-10.5, Synergy_Bliss=-6.75, Synergy_Loewe=-27.9, Synergy_HSA=-3.15.